From a dataset of Forward reaction prediction with 1.9M reactions from USPTO patents (1976-2016). Predict the product of the given reaction. (1) Given the reactants [F:1][C:2]1[CH:8]=[CH:7][C:6]([F:9])=[CH:5][C:3]=1[NH2:4].[N-:10]([C:13]#[N:14])[C:11]#[N:12].[Na+], predict the reaction product. The product is: [C:11]([N:10]=[C:13]([NH2:14])[NH:4][C:3]1[CH:5]=[C:6]([F:9])[CH:7]=[CH:8][C:2]=1[F:1])#[N:12]. (2) Given the reactants NC1(C2C=CC(C3C(=O)C4C(=CC=C(F)C=4)OC=3C3C=CC=CC=3)=CC=2)CCC1.C(OC(=O)[NH:36][C:37]1([C:41]2[CH:46]=[CH:45][C:44]([C:47]3[C:48](=[O:72])[C:49]4[C:54]([O:55][C:56]=3[C:57]3[CH:62]=[CH:61][CH:60]=[CH:59][CH:58]=3)=[C:53]3[N:63](S(=O)(=O)N(C)C)[N:64]=[CH:65][C:52]3=[CH:51][CH:50]=4)=[CH:43][CH:42]=2)[CH2:40][CH2:39][CH2:38]1)(C)(C)C, predict the reaction product. The product is: [NH2:36][C:37]1([C:41]2[CH:42]=[CH:43][C:44]([C:47]3[C:48](=[O:72])[C:49]4[C:54]([O:55][C:56]=3[C:57]3[CH:62]=[CH:61][CH:60]=[CH:59][CH:58]=3)=[C:53]3[NH:63][N:64]=[CH:65][C:52]3=[CH:51][CH:50]=4)=[CH:45][CH:46]=2)[CH2:40][CH2:39][CH2:38]1. (3) The product is: [Cl:1][C:2]1[CH:7]=[CH:6][CH:5]=[CH:4][C:3]=1[N:8]1[C:17]2[C:12](=[C:13]([C:20]3[CH:25]=[CH:24][CH:23]=[CH:22][C:21]=3[Cl:26])[CH:14]=[C:15]([OH:18])[CH:16]=2)[CH:11]=[CH:10][C:9]1=[O:27]. Given the reactants [Cl:1][C:2]1[CH:7]=[CH:6][CH:5]=[CH:4][C:3]=1[N:8]1[C:17]2[C:12](=[C:13]([C:20]3[CH:25]=[CH:24][CH:23]=[CH:22][C:21]=3[Cl:26])[CH:14]=[C:15]([O:18]C)[CH:16]=2)[CH:11]=[CH:10][C:9]1=[O:27].B(Br)(Br)Br, predict the reaction product.